From a dataset of Forward reaction prediction with 1.9M reactions from USPTO patents (1976-2016). Predict the product of the given reaction. (1) Given the reactants [NH2:1][C:2]1[N:7]=[C:6]([Cl:8])[CH:5]=[C:4]([Cl:9])[N:3]=1.CC(N(C)C)=O.[Cl:16][C:17]1[CH:25]=[CH:24][C:23]([N+:26]([O-:28])=[O:27])=[CH:22][C:18]=1[C:19](Cl)=[O:20].C(=O)(O)[O-].[Na+], predict the reaction product. The product is: [Cl:9][C:4]1[CH:5]=[C:6]([Cl:8])[N:7]=[C:2]([NH:1][C:19]([C:18]2[CH:22]=[C:23]([N+:26]([O-:28])=[O:27])[CH:24]=[CH:25][C:17]=2[Cl:16])=[O:20])[N:3]=1. (2) Given the reactants [C:1]([CH2:4][CH2:5][C:6]1[C:7]([CH3:13])=[C:8]([CH:11]=O)[NH:9][CH:10]=1)([OH:3])=[O:2].[CH3:14][O:15][C:16]1[CH:24]=[C:23]2[C:19]([CH2:20][C:21](=[O:25])[NH:22]2)=[CH:18][CH:17]=1, predict the reaction product. The product is: [CH3:14][O:15][C:16]1[CH:24]=[C:23]2[C:19]([C:20](=[CH:11][C:8]3[NH:9][CH:10]=[C:6]([CH2:5][CH2:4][C:1]([OH:3])=[O:2])[C:7]=3[CH3:13])[C:21](=[O:25])[NH:22]2)=[CH:18][CH:17]=1. (3) The product is: [CH3:1][N:2]([S:15]([C:18]1[S:19][CH:20]=[CH:21][CH:22]=1)(=[O:17])=[O:16])[C:3]1[CH:4]=[CH:5][CH:6]=[C:7]2[C:11]=1[NH:10][C:9]([C:12]1[S:14][CH:25]([CH2:24][C:23]([O:28][CH2:29][CH3:30])=[O:27])[CH2:26][N:13]=1)=[CH:8]2. Given the reactants [CH3:1][N:2]([S:15]([C:18]1[S:19][CH:20]=[CH:21][CH:22]=1)(=[O:17])=[O:16])[C:3]1[CH:4]=[CH:5][CH:6]=[C:7]2[C:11]=1[NH:10][C:9]([C:12](=[S:14])[NH2:13])=[CH:8]2.[C:23]([O:28][CH2:29][CH3:30])(=[O:27])[C:24]#[C:25][CH3:26].C(P(CCCC)CCCC)CCC.O1CCCC1, predict the reaction product. (4) Given the reactants [Cl:1]N1C(=O)CCC1=O.[CH2:9]([CH:13]1[CH2:21][C:20]2[C:15](=[CH:16][CH:17]=[C:18]([O:22][CH3:23])[CH:19]=2)[C:14]1=[O:24])[CH2:10][CH2:11][CH3:12], predict the reaction product. The product is: [CH2:9]([CH:13]1[CH2:21][C:20]2[C:15](=[CH:16][CH:17]=[C:18]([O:22][CH3:23])[C:19]=2[Cl:1])[C:14]1=[O:24])[CH2:10][CH2:11][CH3:12]. (5) Given the reactants Cl[C:2]1[CH:7]=[CH:6][C:5]([C:8]2[C:13](=[O:14])[N:12]3[CH:15]=[CH:16][CH:17]=[CH:18][C:11]3=[N:10][C:9]=2[CH2:19][CH2:20][CH3:21])=[CH:4][CH:3]=1.C(C1N=C2C=CC=CN2C(=O)C=1C1C=CC(Cl)=CC=1)CCC.[NH2:44][C@@H:45]1[CH2:49][CH2:48][N:47]([C:50]([O:52][C:53]([CH3:56])([CH3:55])[CH3:54])=[O:51])[CH2:46]1.NC1CCCN(C(OC(C)(C)C)=O)C1, predict the reaction product. The product is: [O:14]=[C:13]1[N:12]2[CH:15]=[CH:16][CH:17]=[CH:18][C:11]2=[N:10][C:9]([CH2:19][CH2:20][CH3:21])=[C:8]1[C:5]1[CH:6]=[CH:7][C:2]([NH:44][C@@H:45]2[CH2:49][CH2:48][N:47]([C:50]([O:52][C:53]([CH3:56])([CH3:55])[CH3:54])=[O:51])[CH2:46]2)=[CH:3][CH:4]=1. (6) Given the reactants [CH2:1]([N:5]1[C:10](=[O:11])[C:9]([CH2:12]OS(C)(=O)=O)=[CH:8][C:7]([C:18]2[CH:23]=[CH:22][C:21]([S:24]([CH3:27])(=[O:26])=[O:25])=[CH:20][CH:19]=2)=[N:6]1)[CH:2]([CH3:4])[CH3:3].[CH3:28][N:29]1[CH2:34][CH2:33][NH:32][CH2:31][CH2:30]1, predict the reaction product. The product is: [CH2:1]([N:5]1[C:10](=[O:11])[C:9]([CH2:12][N:32]2[CH2:33][CH2:34][N:29]([CH3:28])[CH2:30][CH2:31]2)=[CH:8][C:7]([C:18]2[CH:19]=[CH:20][C:21]([S:24]([CH3:27])(=[O:26])=[O:25])=[CH:22][CH:23]=2)=[N:6]1)[CH:2]([CH3:4])[CH3:3].